This data is from Reaction yield outcomes from USPTO patents with 853,638 reactions. The task is: Predict the reaction yield, written as a fraction of the theoretical maximum amount of product (1.0 means a 100% yield; for example, 0.34 means a 34% yield). (1) The reactants are [CH:1]1([NH:4][C:5]2[CH:10]=[CH:9][N:8]=[CH:7][C:6]=2[N+:11]([O-])=O)[CH2:3][CH2:2]1.OCC1(OC[C@@H](O)[C@@H](O)[C@H]1O)O. The catalyst is C(O)C.[Pd]. The product is [CH:1]1([NH:4][C:5]2[CH:10]=[CH:9][N:8]=[CH:7][C:6]=2[NH2:11])[CH2:3][CH2:2]1. The yield is 0.950. (2) The reactants are C1(S(O)(=O)=O)C=CC=CC=1.C(OC([NH:18][CH2:19][C@@:20]1([CH2:28][C:29]([OH:31])=[O:30])[CH2:26][C@H:25]2[C@@H:21]1[CH:22]=[C:23]([CH3:27])[CH2:24]2)=O)(C)(C)C.C(N(CC)CC)C. The catalyst is C(Cl)Cl. The product is [NH2:18][CH2:19][C@@:20]1([CH2:28][C:29]([OH:31])=[O:30])[CH2:26][C@H:25]2[C@@H:21]1[CH:22]=[C:23]([CH3:27])[CH2:24]2. The yield is 0.630. (3) The reactants are [F:1][C:2]1[CH:31]=[CH:30][CH:29]=[CH:28][C:3]=1[C:4]([NH:6][C:7](=[S:27])[NH:8][C:9]1[S:19][C:12]2[CH2:13][O:14][C:15]([CH3:18])([CH3:17])[CH2:16][C:11]=2[C:10]=1[C:20]([O:22]C(C)(C)C)=[O:21])=[O:5].FC(F)(F)C(O)=O. The catalyst is C(Cl)Cl. The product is [F:1][C:2]1[CH:31]=[CH:30][CH:29]=[CH:28][C:3]=1[C:4]([NH:6][C:7](=[S:27])[NH:8][C:9]1[S:19][C:12]2[CH2:13][O:14][C:15]([CH3:17])([CH3:18])[CH2:16][C:11]=2[C:10]=1[C:20]([OH:22])=[O:21])=[O:5]. The yield is 0.330. (4) The reactants are [F:1][C:2]1[N:7]=[CH:6][C:5]([OH:8])=[C:4]([I:9])[CH:3]=1.[H-].[Na+].Br[CH2:13][CH2:14][O:15][CH:16]1[CH2:21][CH2:20][CH2:19][CH2:18][O:17]1. The catalyst is CN(C)C=O.C(OCC)(=O)C.O. The product is [F:1][C:2]1[CH:3]=[C:4]([I:9])[C:5]([O:8][CH2:13][CH2:14][O:15][CH:16]2[CH2:21][CH2:20][CH2:19][CH2:18][O:17]2)=[CH:6][N:7]=1. The yield is 0.755. (5) The product is [CH3:13][C:4]1[CH:3]=[C:2]([N:14]2[CH2:19][CH2:18][NH:17][CH2:16][CH2:15]2)[N:6]([C:7]2[CH:12]=[CH:11][CH:10]=[CH:9][CH:8]=2)[N:5]=1. The reactants are Cl[C:2]1[N:6]([C:7]2[CH:12]=[CH:11][CH:10]=[CH:9][CH:8]=2)[N:5]=[C:4]([CH3:13])[CH:3]=1.[NH:14]1[CH2:19][CH2:18][NH:17][CH2:16][CH2:15]1.C([O-])([O-])=O.[K+].[K+]. The yield is 0.750. The catalyst is CN(C=O)C.CC([O-])=O.CC([O-])=O.[Pd+2].